This data is from Reaction yield outcomes from USPTO patents with 853,638 reactions. The task is: Predict the reaction yield, written as a fraction of the theoretical maximum amount of product (1.0 means a 100% yield; for example, 0.34 means a 34% yield). (1) The reactants are [OH:1][N:2]1C2C=CC=CC=2N=N1.Cl.C(N=C=NCCCN(C)C)C.[CH2:23]([O:27][C:28]1[CH:33]=[CH:32][C:31]([S:34]([NH:37][CH2:38][C@H:39]([N:43]2[CH2:48][CH2:47][N:46]([S:49]([CH3:52])(=[O:51])=[O:50])[CH2:45][CH2:44]2)[C:40]([OH:42])=O)(=[O:36])=[O:35])=[CH:30][CH:29]=1)[C:24]#[C:25][CH3:26].C(O)(=O)CC(CC(O)=O)(C(O)=O)O.C(=O)([O-])O.[Na+]. The catalyst is CN(C)C=O.O. The product is [CH2:23]([O:27][C:28]1[CH:33]=[CH:32][C:31]([S:34]([NH:37][CH2:38][C@H:39]([N:43]2[CH2:48][CH2:47][N:46]([S:49]([CH3:52])(=[O:51])=[O:50])[CH2:45][CH2:44]2)[C:40]([NH:2][OH:1])=[O:42])(=[O:35])=[O:36])=[CH:30][CH:29]=1)[C:24]#[C:25][CH3:26]. The yield is 0.230. (2) The reactants are O[C:2]1[C:3]([C:10]2([CH2:30][OH:31])[C:18]3[C:13](=[CH:14][CH:15]=[CH:16][CH:17]=3)[N:12]([CH2:19][C:20]3[O:21][C:22]([C:25]([F:28])([F:27])[F:26])=[CH:23][CH:24]=3)[C:11]2=[O:29])=[CH:4][C:5]([O:8][CH3:9])=[N:6][CH:7]=1.C1(P(C2C=CC=CC=2)C2C=CC=CC=2)C=CC=CC=1. The catalyst is O1CCCC1. The product is [CH3:9][O:8][C:5]1[CH:4]=[C:3]2[C:10]3([C:18]4[C:13](=[CH:14][CH:15]=[CH:16][CH:17]=4)[N:12]([CH2:19][C:20]4[O:21][C:22]([C:25]([F:26])([F:27])[F:28])=[CH:23][CH:24]=4)[C:11]3=[O:29])[CH2:30][O:31][C:2]2=[CH:7][N:6]=1. The yield is 0.260. (3) The reactants are [Cl:1][C:2]1[CH:3]=[C:4](B2OC(C)(C)C(C)(C)O2)[CH:5]=[C:6]2[C:11]=1[N:10]([CH3:12])[C:9](=[O:13])[CH2:8][CH2:7]2.Br[C:24]1[C:33]2[CH2:32][CH2:31][CH2:30][CH:29]([NH:34][C:35](=[O:38])[CH2:36][CH3:37])[C:28]=2[CH:27]=[N:26][CH:25]=1. No catalyst specified. The product is [Cl:1][C:2]1[CH:3]=[C:4]([C:24]2[C:33]3[CH2:32][CH2:31][CH2:30][CH:29]([NH:34][C:35](=[O:38])[CH2:36][CH3:37])[C:28]=3[CH:27]=[N:26][CH:25]=2)[CH:5]=[C:6]2[C:11]=1[N:10]([CH3:12])[C:9](=[O:13])[CH2:8][CH2:7]2. The yield is 0.630. (4) The reactants are Cl[S:2]([N:5]=C=O)(=[O:4])=[O:3].[Br:8][C:9]1[CH:10]=[C:11]([CH:13]=[CH:14][CH:15]=1)[NH2:12].[Cl-].[Al+3].[Cl-].[Cl-]. The catalyst is [N+](CC)([O-])=O. The product is [NH2:12][C:11]1[CH:10]=[C:9]([Br:8])[CH:15]=[CH:14][C:13]=1[S:2]([NH2:5])(=[O:3])=[O:4]. The yield is 0.0400. (5) The reactants are [CH2:1]([O:8][C:9]1[CH:10]=[C:11]([NH:15][CH:16]=[C:17]2[C:22](=[O:23])OC(C)(C)OC2=O)[CH:12]=[CH:13][CH:14]=1)[C:2]1[CH:7]=[CH:6][CH:5]=[CH:4][CH:3]=1. The product is [CH2:1]([O:8][C:9]1[CH:10]=[C:11]2[C:12]([C:22]([OH:23])=[CH:17][CH:16]=[N:15]2)=[CH:13][CH:14]=1)[C:2]1[CH:3]=[CH:4][CH:5]=[CH:6][CH:7]=1. The catalyst is ClC1C=CC=CC=1Cl. The yield is 0.485. (6) The reactants are P(Br)(Br)[Br:2].[CH3:5][O:6][C:7]1[CH:12]=[CH:11][C:10]([N:13]2[C:17]([C:18]3[CH:23]=[CH:22][C:21]([CH3:24])=[CH:20][CH:19]=3)=[CH:16][C:15]([CH2:25]O)=[N:14]2)=[CH:9][CH:8]=1.[OH-].[Na+]. The catalyst is C(Cl)Cl. The product is [Br:2][CH2:25][C:15]1[CH:16]=[C:17]([C:18]2[CH:23]=[CH:22][C:21]([CH3:24])=[CH:20][CH:19]=2)[N:13]([C:10]2[CH:11]=[CH:12][C:7]([O:6][CH3:5])=[CH:8][CH:9]=2)[N:14]=1. The yield is 0.860. (7) The reactants are [Cl:1][C:2]1[CH:3]=[C:4]([C:8]2[C:13]([O:14][CH3:15])=[CH:12][CH:11]=[C:10]([C:16]([C:18]3[CH:23]=[CH:22][C:21]([N:24]4[CH:28]=[N:27][N:26]=[N:25]4)=[CH:20][CH:19]=3)=O)[C:9]=2[F:29])[CH:5]=[CH:6][CH:7]=1.C([SiH](CC)CC)C.[OH-].[NH4+]. The catalyst is C(O)(C(F)(F)F)=O.O. The product is [Cl:1][C:2]1[CH:3]=[C:4]([C:8]2[C:13]([O:14][CH3:15])=[CH:12][CH:11]=[C:10]([CH2:16][C:18]3[CH:23]=[CH:22][C:21]([N:24]4[CH:28]=[N:27][N:26]=[N:25]4)=[CH:20][CH:19]=3)[C:9]=2[F:29])[CH:5]=[CH:6][CH:7]=1. The yield is 0.810. (8) The catalyst is C1COCC1. The product is [Cl:1][C:2]1[CH:3]=[CH:4][C:5]([N:8]2[CH:12]=[C:11]([C:13]([O:15][CH2:16][CH3:17])=[O:14])[C:10]([CH2:18][OH:19])=[N:9]2)=[CH:6][CH:7]=1. The yield is 0.580. The reactants are [Cl:1][C:2]1[CH:7]=[CH:6][C:5]([N:8]2[CH:12]=[C:11]([C:13]([O:15][CH2:16][CH3:17])=[O:14])[C:10]([C:18](OCC3C=CC=CC=3)=[O:19])=[N:9]2)=[CH:4][CH:3]=1.[Li+].[BH4-]. (9) The product is [NH2:9][C:8]1[O:15][C:14]([CH3:16])=[C:13]([C:12]([O:18][CH2:19][CH3:20])=[O:17])[CH:6]([C:2]2[O:1][CH:5]=[CH:4][CH:3]=2)[C:7]=1[C:10]#[N:11]. The yield is 0.550. The reactants are [O:1]1[CH:5]=[CH:4][CH:3]=[C:2]1[CH:6]=[C:7]([C:10]#[N:11])[C:8]#[N:9].[C:12]([O:18][CH2:19][CH3:20])(=[O:17])[CH2:13][C:14]([CH3:16])=[O:15]. The catalyst is C(O)C.N1CCCC1.